This data is from Forward reaction prediction with 1.9M reactions from USPTO patents (1976-2016). The task is: Predict the product of the given reaction. Given the reactants Br[C:2]1[CH:3]=[C:4]2[C:20](=[CH:21][CH:22]=1)[O:19][C:7]1([CH2:12][CH2:11][CH:10]([C:13]3[CH:18]=[CH:17][CH:16]=[CH:15][CH:14]=3)[CH2:9][CH2:8]1)[CH2:6][C:5]2=[O:23].[C:24]([C:26]1[CH:27]=[C:28](B(O)O)[CH:29]=[CH:30][CH:31]=1)#[N:25].C(=O)([O-])[O-].[Cs+].[Cs+], predict the reaction product. The product is: [O:23]=[C:5]1[C:4]2[C:20](=[CH:21][CH:22]=[C:2]([C:30]3[CH:31]=[C:26]([CH:27]=[CH:28][CH:29]=3)[C:24]#[N:25])[CH:3]=2)[O:19][C:7]2([CH2:12][CH2:11][CH:10]([C:13]3[CH:18]=[CH:17][CH:16]=[CH:15][CH:14]=3)[CH2:9][CH2:8]2)[CH2:6]1.